From a dataset of Forward reaction prediction with 1.9M reactions from USPTO patents (1976-2016). Predict the product of the given reaction. Given the reactants C([O:3][C:4](=[O:50])[CH2:5][CH2:6][CH2:7][O:8][C:9]1[CH:14]=[CH:13][CH:12]=[C:11]([CH2:15][CH2:16][CH2:17][CH2:18][CH2:19][CH2:20][O:21][C:22]2[CH:27]=[C:26]([S:28]([CH:31]([CH3:33])[CH3:32])(=[O:30])=[O:29])[CH:25]=[C:24]([C:34]3[CH:42]=[CH:41][C:37]4[O:38][CH2:39][O:40][C:36]=4[CH:35]=3)[CH:23]=2)[C:10]=1[CH2:43][CH2:44][C:45]([O:47]CC)=[O:46])C.[OH-].[Na+], predict the reaction product. The product is: [O:38]1[C:37]2[CH:41]=[CH:42][C:34]([C:24]3[CH:23]=[C:22]([CH:27]=[C:26]([S:28]([CH:31]([CH3:33])[CH3:32])(=[O:29])=[O:30])[CH:25]=3)[O:21][CH2:20][CH2:19][CH2:18][CH2:17][CH2:16][CH2:15][C:11]3[C:10]([CH2:43][CH2:44][C:45]([OH:47])=[O:46])=[C:9]([CH:14]=[CH:13][CH:12]=3)[O:8][CH2:7][CH2:6][CH2:5][C:4]([OH:50])=[O:3])=[CH:35][C:36]=2[O:40][CH2:39]1.